The task is: Predict the product of the given reaction.. This data is from Forward reaction prediction with 1.9M reactions from USPTO patents (1976-2016). (1) Given the reactants C[O:2][C:3](=[O:16])[CH2:4][O:5][C:6]1[CH:14]=[CH:13][C:12]([SH:15])=[C:11]2[C:7]=1[CH2:8][CH2:9][CH2:10]2.Cl[CH2:18][CH2:19][CH2:20][C:21]([C:23]1[CH:28]=[CH:27][C:26]([Cl:29])=[CH:25][CH:24]=1)=[O:22].C(=O)([O-])[O-].[Cs+].[Cs+].CCOCC, predict the reaction product. The product is: [Cl:29][C:26]1[CH:25]=[CH:24][C:23]([C:21](=[O:22])[CH2:20][CH2:19][CH2:18][S:15][C:12]2[CH:13]=[CH:14][C:6]([O:5][CH2:4][C:3]([OH:2])=[O:16])=[C:7]3[C:11]=2[CH2:10][CH2:9][CH2:8]3)=[CH:28][CH:27]=1. (2) Given the reactants [C:1]1(B(O)O)[CH:6]=[CH:5][CH:4]=[CH:3][CH:2]=1.[C:10]([O:14][C:15]([N:17]1[CH2:23][CH2:22][C:21]2[N:24]=[N:25][C:26](Cl)=[CH:27][C:20]=2[CH2:19][CH2:18]1)=[O:16])([CH3:13])([CH3:12])[CH3:11], predict the reaction product. The product is: [C:10]([O:14][C:15]([N:17]1[CH2:23][CH2:22][C:21]2[N:24]=[N:25][C:26]([C:1]3[CH:6]=[CH:5][CH:4]=[CH:3][CH:2]=3)=[CH:27][C:20]=2[CH2:19][CH2:18]1)=[O:16])([CH3:13])([CH3:11])[CH3:12]. (3) Given the reactants [C:1](/[C:3](=[C:7](/[N:9]1[CH2:14][CH2:13][N:12]([CH2:15][CH3:16])[CH2:11][CH2:10]1)\[CH3:8])/[C:4](=[S:6])[NH2:5])#[N:2].[CH3:17]OC(OC)N(C)C.[OH-].[Na+].Cl[CH2:28][C:29]([NH2:31])=[O:30], predict the reaction product. The product is: [NH2:2][C:1]1[C:3]2[C:4](=[N:5][CH:17]=[CH:8][C:7]=2[N:9]2[CH2:14][CH2:13][N:12]([CH2:15][CH3:16])[CH2:11][CH2:10]2)[S:6][C:28]=1[C:29]([NH2:31])=[O:30]. (4) Given the reactants F[C:2]1[CH:7]=[C:6](F)[CH:5]=[CH:4][C:3]=1[N+:9]([O-:11])=[O:10].C([O-])([O-])=O.[K+].[K+].[N:18]1[CH:23]=[CH:22][CH:21]=[C:20]([CH2:24][NH2:25])[CH:19]=1.[CH3:26][S-:27].[Na+], predict the reaction product. The product is: [CH3:26][S:27][C:6]1[CH:5]=[CH:4][C:3]([N+:9]([O-:11])=[O:10])=[C:2]([CH:7]=1)[NH:25][CH2:24][C:20]1[CH:19]=[N:18][CH:23]=[CH:22][CH:21]=1. (5) Given the reactants C[Sn](C)(C)[C:3]1[O:7][C:6]([CH3:8])=[N:5][CH:4]=1.Br[C:12]1[CH:13]=[CH:14][C:15]([NH2:20])=[N:16][C:17]=1[O:18][CH3:19], predict the reaction product. The product is: [CH3:19][O:18][C:17]1[N:16]=[C:15]([NH2:20])[CH:14]=[CH:13][C:12]=1[C:3]1[O:7][C:6]([CH3:8])=[N:5][CH:4]=1.